Dataset: Forward reaction prediction with 1.9M reactions from USPTO patents (1976-2016). Task: Predict the product of the given reaction. (1) Given the reactants Cl.[F:2][C:3]1[CH:17]=[CH:16][C:6]2[C:7]([CH:10]3[CH2:15][CH2:14][NH:13][CH2:12][CH2:11]3)=[N:8][S:9][C:5]=2[CH:4]=1.Cl[CH2:19][CH2:20][C:21]1[CH:22]=[C:23]2[C:28](=[CH:29][CH:30]=1)[NH:27][C:26](=[O:31])[CH2:25][C:24]2([CH3:33])[CH3:32], predict the reaction product. The product is: [F:2][C:3]1[CH:17]=[CH:16][C:6]2[C:7]([CH:10]3[CH2:11][CH2:12][N:13]([CH2:19][CH2:20][C:21]4[CH:22]=[C:23]5[C:28](=[CH:29][CH:30]=4)[NH:27][C:26](=[O:31])[CH2:25][C:24]5([CH3:32])[CH3:33])[CH2:14][CH2:15]3)=[N:8][S:9][C:5]=2[CH:4]=1. (2) Given the reactants [NH2:1][C@H:2]([C:5]([OH:7])=[O:6])[CH2:3][SH:4].C(=O)([O-])[O-].[Na+].[Na+].Br[CH2:15][CH2:16][NH:17][C:18](=[O:23])[O:19][CH2:20][C:21]#[CH:22], predict the reaction product. The product is: [NH2:1][C@H:2]([CH2:3][S:4][CH2:15][CH2:16][NH:17][C:18]([O:19][CH2:20][C:21]#[CH:22])=[O:23])[C:5]([OH:7])=[O:6]. (3) Given the reactants [Cl:1][C:2]1[CH:37]=[CH:36][C:5]([C:6]([N:8]2[CH2:14][C:13]3[CH:15]=[CH:16][CH:17]=[C:18]([O:19]C)[C:12]=3[N:11]([CH2:21][C:22]3[CH:27]=[CH:26][C:25]([C:28]([N:30]4[CH2:34][CH:33]=[CH:32][CH2:31]4)=[O:29])=[CH:24][CH:23]=3)[C:10](=[O:35])[CH2:9]2)=[O:7])=[CH:4][CH:3]=1.[Br-].[Br-].[Br-].B, predict the reaction product. The product is: [Cl:1][C:2]1[CH:3]=[CH:4][C:5]([C:6]([N:8]2[CH2:14][C:13]3[CH:15]=[CH:16][CH:17]=[C:18]([OH:19])[C:12]=3[N:11]([CH2:21][C:22]3[CH:27]=[CH:26][C:25]([C:28]([N:30]4[CH2:31][CH:32]=[CH:33][CH2:34]4)=[O:29])=[CH:24][CH:23]=3)[C:10](=[O:35])[CH2:9]2)=[O:7])=[CH:36][CH:37]=1. (4) Given the reactants CN([CH:4]=[O:5])C.O=P(Cl)(Cl)[Cl:8].[CH2:11]([N:18]1[CH2:23][CH2:22][C:21](=O)[C:20]([CH3:26])([CH3:25])[CH2:19]1)[C:12]1[CH:17]=[CH:16][CH:15]=[CH:14][CH:13]=1.C([O-])(=O)C.[Na+], predict the reaction product. The product is: [CH2:11]([N:18]1[CH2:19][C:20]([CH3:26])([CH3:25])[C:21]([Cl:8])=[C:22]([CH:4]=[O:5])[CH2:23]1)[C:12]1[CH:17]=[CH:16][CH:15]=[CH:14][CH:13]=1.